Task: Predict the reaction yield, written as a fraction of the theoretical maximum amount of product (1.0 means a 100% yield; for example, 0.34 means a 34% yield).. Dataset: Reaction yield outcomes from USPTO patents with 853,638 reactions (1) The reactants are [Cl:1][C:2]1[CH:7]=[C:6]([Cl:8])[CH:5]=[C:4](I)[C:3]=1[OH:10].[CH3:11][O:12][C:13]1[CH:18]=[CH:17][C:16]([C:19]#[CH:20])=[CH:15][CH:14]=1.O. The catalyst is CN(C=O)C.C(NCC)C. The product is [Cl:8][C:6]1[CH:7]=[C:2]([Cl:1])[C:3]2[O:10][C:19]([C:16]3[CH:17]=[CH:18][C:13]([O:12][CH3:11])=[CH:14][CH:15]=3)=[CH:20][C:4]=2[CH:5]=1. The yield is 0.420. (2) The reactants are [OH:1][CH:2]1[CH2:6][CH2:5][N:4]([C:7]2[CH:8]=[CH:9][C:10]([CH3:27])=[C:11]([N:13]3[CH2:18][CH2:17][N:16](C(OC(C)(C)C)=O)[CH2:15][C:14]3=[O:26])[CH:12]=2)[CH2:3]1.FC(F)(F)C(O)=O. The catalyst is ClCCl. The product is [OH:1][CH:2]1[CH2:6][CH2:5][N:4]([C:7]2[CH:8]=[CH:9][C:10]([CH3:27])=[C:11]([N:13]3[CH2:18][CH2:17][NH:16][CH2:15][C:14]3=[O:26])[CH:12]=2)[CH2:3]1. The yield is 0.820. (3) The reactants are Cl[C:2]1[C:7]([CH:8]([CH2:13][CH2:14][CH3:15])[C:9]([O:11][CH3:12])=[O:10])=[C:6]([CH3:16])[N:5]=[C:4]([C:17]2[CH:22]=[CH:21][CH:20]=[CH:19][CH:18]=2)[N:3]=1.C(N(CC)C(C)C)(C)C.[CH3:32][N:33]1[CH2:38][CH2:37][O:36][C:35]2[CH:39]=[C:40](B3OC(C)(C)C(C)(C)O3)[CH:41]=[CH:42][C:34]1=2. The catalyst is COCCOC.O.C1C=CC([P]([Pd]([P](C2C=CC=CC=2)(C2C=CC=CC=2)C2C=CC=CC=2)([P](C2C=CC=CC=2)(C2C=CC=CC=2)C2C=CC=CC=2)[P](C2C=CC=CC=2)(C2C=CC=CC=2)C2C=CC=CC=2)(C2C=CC=CC=2)C2C=CC=CC=2)=CC=1. The product is [CH3:16][C:6]1[C:7]([CH:8]([CH2:13][CH2:14][CH3:15])[C:9]([O:11][CH3:12])=[O:10])=[C:2]([C:40]2[CH:41]=[CH:42][C:34]3[N:33]([CH3:32])[CH2:38][CH2:37][O:36][C:35]=3[CH:39]=2)[N:3]=[C:4]([C:17]2[CH:22]=[CH:21][CH:20]=[CH:19][CH:18]=2)[N:5]=1. The yield is 0.680. (4) The reactants are [Cl:1][C:2]1[N:7]=[C:6]([S:8]([CH3:10])=[O:9])[N:5]=[C:4]([NH:11][C:12]2[NH:16][N:15]=[C:14]([CH3:17])[CH:13]=2)[CH:3]=1.[OH:18]OS([O-])=O.[K+]. The catalyst is CO.O. The product is [Cl:1][C:2]1[N:7]=[C:6]([S:8]([CH3:10])(=[O:18])=[O:9])[N:5]=[C:4]([NH:11][C:12]2[NH:16][N:15]=[C:14]([CH3:17])[CH:13]=2)[CH:3]=1. The yield is 0.880.